Dataset: Peptide-MHC class I binding affinity with 185,985 pairs from IEDB/IMGT. Task: Regression. Given a peptide amino acid sequence and an MHC pseudo amino acid sequence, predict their binding affinity value. This is MHC class I binding data. The peptide sequence is LLHDIGKPV. The MHC is HLA-A02:01 with pseudo-sequence HLA-A02:01. The binding affinity (normalized) is 0.851.